From a dataset of Forward reaction prediction with 1.9M reactions from USPTO patents (1976-2016). Predict the product of the given reaction. (1) Given the reactants C([N:8]1[CH2:12][CH:11]2[CH:13]([OH:16])[CH2:14][CH2:15][CH:10]2[CH2:9]1)C1C=CC=CC=1.[C:25](O[C:25]([O:27][C:28]([CH3:31])([CH3:30])[CH3:29])=[O:26])([O:27][C:28]([CH3:31])([CH3:30])[CH3:29])=[O:26].[H][H], predict the reaction product. The product is: [OH:16][C@@H:13]1[C@H:11]2[C@H:10]([CH2:9][N:8]([C:25]([O:27][C:28]([CH3:29])([CH3:30])[CH3:31])=[O:26])[CH2:12]2)[CH2:15][CH2:14]1. (2) Given the reactants Cl[C:2]1[S:10][C:9]2[C:8]([C:11]([C:13]3[S:14][CH:15]=[CH:16][CH:17]=3)=[O:12])=[N:7][C:6]([NH:18][CH2:19][C:20]3[CH:21]=[N:22][CH:23]=[CH:24][CH:25]=3)=[N:5][C:4]=2[CH:3]=1.[C:26](P(C(C)(C)C)C(C)(C)C)(C)(C)[CH3:27].C(C([Sn])=C(CCCC)CCCC)CCC.C(=O)([O-])[O-].[Cs+].[Cs+].Cl, predict the reaction product. The product is: [N:22]1[CH:23]=[CH:24][CH:25]=[C:20]([CH2:19][NH:18][C:6]2[N:7]=[C:8]([C:11]([C:13]3[S:14][CH:15]=[CH:16][CH:17]=3)=[O:12])[C:9]3[S:10][C:2]([CH:26]=[CH2:27])=[CH:3][C:4]=3[N:5]=2)[CH:21]=1. (3) The product is: [NH2:1][C:2]1[C:7]([N+:8]([O-:10])=[O:9])=[CH:6][C:5]([C:22]2[CH:23]=[CH:24][C:19]([N:18]([CH3:28])[CH3:17])=[CH:20][CH:21]=2)=[CH:4][N:3]=1. Given the reactants [NH2:1][C:2]1[C:7]([N+:8]([O-:10])=[O:9])=[CH:6][C:5](Br)=[CH:4][N:3]=1.C(=O)(O)[O-].[Na+].[CH3:17][N:18]([CH3:28])[C:19]1[CH:24]=[CH:23][C:22](B(O)O)=[CH:21][CH:20]=1, predict the reaction product. (4) Given the reactants [Cl:1][C:2]1[CH:14]=[C:13]([N+:15]([O-])=O)[C:5]([NH:6][CH2:7][CH2:8][S:9]([CH3:12])(=[O:11])=[O:10])=[C:4]([F:18])[CH:3]=1, predict the reaction product. The product is: [Cl:1][C:2]1[CH:14]=[C:13]([NH2:15])[C:5]([NH:6][CH2:7][CH2:8][S:9]([CH3:12])(=[O:10])=[O:11])=[C:4]([F:18])[CH:3]=1. (5) Given the reactants [C:1](=[NH:14])([C:8]1[CH:13]=[CH:12][CH:11]=[CH:10][CH:9]=1)[C:2]1[CH:7]=[CH:6][CH:5]=[CH:4][CH:3]=1.Cl.[CH3:16][O:17][C:18](=[O:21])[CH2:19]N, predict the reaction product. The product is: [CH3:16][O:17][C:18](=[O:21])[CH2:19][N:14]=[C:1]([C:8]1[CH:9]=[CH:10][CH:11]=[CH:12][CH:13]=1)[C:2]1[CH:7]=[CH:6][CH:5]=[CH:4][CH:3]=1.